This data is from Full USPTO retrosynthesis dataset with 1.9M reactions from patents (1976-2016). The task is: Predict the reactants needed to synthesize the given product. (1) Given the product [CH3:36][C:30]([O:29][C:25]1[CH:24]=[C:23]([C:19]2[CH:20]=[CH:21][CH:22]=[C:17]([O:15][CH2:14][CH2:13][C:3]3[C:2]([CH3:1])=[N:6][N:5]([C:7]4[CH:12]=[CH:11][CH:10]=[CH:9][CH:8]=4)[N:4]=3)[CH:18]=2)[CH:28]=[CH:27][CH:26]=1)([CH3:35])[C:31]([O:33][CH3:34])=[O:32], predict the reactants needed to synthesize it. The reactants are: [CH3:1][C:2]1[C:3]([CH2:13][CH2:14][OH:15])=[N:4][N:5]([C:7]2[CH:12]=[CH:11][CH:10]=[CH:9][CH:8]=2)[N:6]=1.O[C:17]1[CH:18]=[C:19]([C:23]2[CH:28]=[CH:27][CH:26]=[C:25]([O:29][C:30]([CH3:36])([CH3:35])[C:31]([O:33][CH3:34])=[O:32])[CH:24]=2)[CH:20]=[CH:21][CH:22]=1.C1C=CC(P(C2C=CC=CC=2)C2C=CC=CC=2)=CC=1.N(C(OCC)=O)=NC(OCC)=O. (2) Given the product [ClH:17].[F:1][C:2]1([CH2:15][OH:16])[CH2:7][CH2:6][NH:5][CH2:4][CH2:3]1, predict the reactants needed to synthesize it. The reactants are: [F:1][C:2]1([CH2:15][OH:16])[CH2:7][CH2:6][N:5](C(OC(C)(C)C)=O)[CH2:4][CH2:3]1.[ClH:17].CCOCC. (3) Given the product [Cl:15][C:16]1[CH:21]=[C:20]([C:3]#[C:2][CH2:1][N:4]2[C:12]3[C:7](=[CH:8][CH:9]=[CH:10][CH:11]=3)[C:6](=[O:13])[C:5]2=[O:14])[CH:19]=[CH:18][C:17]=1[Cl:23], predict the reactants needed to synthesize it. The reactants are: [CH2:1]([N:4]1[C:12]2[C:7](=[CH:8][CH:9]=[CH:10][CH:11]=2)[C:6](=[O:13])[C:5]1=[O:14])[C:2]#[CH:3].[Cl:15][C:16]1[CH:21]=[CH:20][C:19](I)=[CH:18][C:17]=1[Cl:23].C1(P(C2C=CC=CC=2)C2C=CC=CC=2)C=CC=CC=1.C(N(CC)CC)C.